From a dataset of Full USPTO retrosynthesis dataset with 1.9M reactions from patents (1976-2016). Predict the reactants needed to synthesize the given product. (1) Given the product [C:1]([CH2:2][CH2:3][N:12]([CH2:5][C:6]1[CH:11]=[CH:10][CH:9]=[CH:8][CH:7]=1)[CH2:3][CH2:2][C:1]#[N:4])#[N:4], predict the reactants needed to synthesize it. The reactants are: [C:1](#[N:4])[CH:2]=[CH2:3].[CH2:5]([NH2:12])[C:6]1[CH:11]=[CH:10][CH:9]=[CH:8][CH:7]=1. (2) Given the product [OH:18][C:14]1([CH2:13][NH:12][C:32]([C:29]2[S:30][CH:31]=[C:27]([C:25]([N:21]3[CH2:22][CH2:23][CH2:24][C@@H:20]3[CH3:19])=[O:26])[N:28]=2)=[O:33])[CH2:17][CH2:16][CH2:15]1, predict the reactants needed to synthesize it. The reactants are: CCN=C=NCCCN(C)C.[NH2:12][CH2:13][C:14]1([OH:18])[CH2:17][CH2:16][CH2:15]1.[CH3:19][C@H:20]1[CH2:24][CH2:23][CH2:22][N:21]1[C:25]([C:27]1[N:28]=[C:29]([C:32]([O-])=[O:33])[S:30][CH:31]=1)=[O:26].[K+].C1C=CC2N(O)N=NC=2C=1.CCN(C(C)C)C(C)C. (3) Given the product [CH2:24]([N:10]([CH2:3][C:4]1[CH:9]=[CH:8][CH:7]=[CH:6][CH:5]=1)[CH:11]([C:17]1([OH:23])[CH2:18][CH2:19][CH2:20][CH2:21][CH2:22]1)[C:12]([OH:14])=[O:13])[C:25]1[CH:26]=[CH:27][CH:28]=[CH:29][CH:30]=1, predict the reactants needed to synthesize it. The reactants are: [OH-].[K+].[CH2:3]([N:10]([CH2:24][C:25]1[CH:30]=[CH:29][CH:28]=[CH:27][CH:26]=1)[CH:11]([C:17]1([OH:23])[CH2:22][CH2:21][CH2:20][CH2:19][CH2:18]1)[C:12]([O:14]CC)=[O:13])[C:4]1[CH:9]=[CH:8][CH:7]=[CH:6][CH:5]=1.OS([O-])(=O)=O.[K+]. (4) Given the product [CH:8](=[N:7]/[S@@:5]([C:2]([CH3:4])([CH3:3])[CH3:1])=[O:6])\[CH3:9], predict the reactants needed to synthesize it. The reactants are: [CH3:1][C:2]([S@:5]([NH2:7])=[O:6])([CH3:4])[CH3:3].[CH:8](=O)[CH3:9].[O-]S([O-])(=O)=O.[Mg+2].